Dataset: Full USPTO retrosynthesis dataset with 1.9M reactions from patents (1976-2016). Task: Predict the reactants needed to synthesize the given product. (1) Given the product [C:1]1([C:7]2[CH:8]=[C:9]([C:16]3[O:20][N:19]=[C:18]([C:21]4[CH:22]=[C:23]5[C:27](=[CH:28][CH:29]=4)[N:26]([CH2:30][CH2:31][C:32]([OH:34])=[O:33])[CH:25]=[CH:24]5)[N:17]=3)[S:10][C:11]=2[C:12]([F:14])([F:15])[F:13])[CH:6]=[CH:5][CH:4]=[CH:3][CH:2]=1, predict the reactants needed to synthesize it. The reactants are: [C:1]1([C:7]2[CH:8]=[C:9]([C:16]3[O:20][N:19]=[C:18]([C:21]4[CH:22]=[C:23]5[C:27](=[CH:28][CH:29]=4)[N:26]([CH2:30][CH2:31][C:32]([O:34]CC)=[O:33])[CH:25]=[CH:24]5)[N:17]=3)[S:10][C:11]=2[C:12]([F:15])([F:14])[F:13])[CH:6]=[CH:5][CH:4]=[CH:3][CH:2]=1.[OH-].[Na+]. (2) Given the product [F:1][C:2]1[CH:3]=[CH:4][C:5]([O:23][CH3:24])=[C:6]([C:8]2[CH:13]=[CH:12][N:11]=[C:10]3[NH:14][C:15]([CH:17]4[CH2:18][CH2:19][N:20]([S:27]([N:26]([CH3:31])[CH3:25])(=[O:29])=[O:28])[CH2:21][CH2:22]4)=[CH:16][C:9]=23)[CH:7]=1, predict the reactants needed to synthesize it. The reactants are: [F:1][C:2]1[CH:3]=[CH:4][C:5]([O:23][CH3:24])=[C:6]([C:8]2[CH:13]=[CH:12][N:11]=[C:10]3[NH:14][C:15]([CH:17]4[CH2:22][CH2:21][NH:20][CH2:19][CH2:18]4)=[CH:16][C:9]=23)[CH:7]=1.[CH3:25][N:26]([CH3:31])[S:27](Cl)(=[O:29])=[O:28].C(N(CC)CC)C.